This data is from Reaction yield outcomes from USPTO patents with 853,638 reactions. The task is: Predict the reaction yield, written as a fraction of the theoretical maximum amount of product (1.0 means a 100% yield; for example, 0.34 means a 34% yield). (1) The reactants are C(=[N:14][C:15]1[N:16]=[C:17]2[CH:23]=[C:22]([CH3:24])[N:21]([CH2:25][O:26][CH2:27][CH2:28][Si:29]([CH3:32])([CH3:31])[CH3:30])[C:18]2=[N:19][CH:20]=1)(C1C=CC=CC=1)C1C=CC=CC=1.CC([O-])=O.[Na+].NO.Cl. The catalyst is CO. The product is [CH3:24][C:22]1[N:21]([CH2:25][O:26][CH2:27][CH2:28][Si:29]([CH3:30])([CH3:32])[CH3:31])[C:18]2=[N:19][CH:20]=[C:15]([NH2:14])[N:16]=[C:17]2[CH:23]=1. The yield is 0.580. (2) The reactants are Br[C:2]1[C:3]([Cl:9])=[N:4][CH:5]=[C:6]([Br:8])[N:7]=1.[O:10]1[CH2:15][CH2:14][CH:13]([CH2:16][NH2:17])[CH2:12][CH2:11]1. The catalyst is CC#N. The product is [Br:8][C:6]1[N:7]=[C:2]([NH:17][CH2:16][CH:13]2[CH2:14][CH2:15][O:10][CH2:11][CH2:12]2)[C:3]([Cl:9])=[N:4][CH:5]=1. The yield is 0.611. (3) The reactants are [CH3:1][O:2][C:3](=[O:8])/[CH:4]=[CH:5]/[CH2:6]Br.[N+:9]([C:12]1[CH:17]=[CH:16][CH:15]=[CH:14][C:13]=1[OH:18])([O-:11])=[O:10].C([O-])([O-])=O.[K+].[K+]. The catalyst is CN(C)C=O.CCOC(C)=O. The product is [N+:9]([C:12]1[CH:17]=[CH:16][CH:15]=[CH:14][C:13]=1[O:18][CH2:6]/[CH:5]=[CH:4]/[C:3]([O:2][CH3:1])=[O:8])([O-:11])=[O:10]. The yield is 0.800.